Dataset: Full USPTO retrosynthesis dataset with 1.9M reactions from patents (1976-2016). Task: Predict the reactants needed to synthesize the given product. Given the product [CH3:29][C:19]1([O:18][C:16](=[O:17])[CH2:15][O:5][C:1](=[O:4])[CH2:2][OH:3])[CH:26]2[CH2:27][CH:22]3[CH2:23][CH:24]([CH2:28][CH:20]1[CH2:21]3)[CH2:25]2, predict the reactants needed to synthesize it. The reactants are: [C:1]([OH:5])(=[O:4])[CH2:2][OH:3].C(=O)([O-])[O-].[K+].[K+].[I-].[K+].Cl[CH2:15][C:16]([O:18][C:19]1([CH3:29])[CH:26]2[CH2:27][CH:22]3[CH2:23][CH:24]([CH2:28][CH:20]1[CH2:21]3)[CH2:25]2)=[O:17].